Dataset: Reaction yield outcomes from USPTO patents with 853,638 reactions. Task: Predict the reaction yield, written as a fraction of the theoretical maximum amount of product (1.0 means a 100% yield; for example, 0.34 means a 34% yield). (1) The reactants are [C:1]([C:3]1([NH:6][C:7]([C@H:9]2[CH2:13][C@H:12]([S:14]([C:17]3[CH:22]=[CH:21][C:20](F)=[CH:19][C:18]=3[Cl:24])(=[O:16])=[O:15])[CH2:11][C@@H:10]2[O:25][CH3:26])=[O:8])[CH2:5][CH2:4]1)#[N:2].[F:27][C:28]1[CH:33]=[CH:32][C:31]([OH:34])=[CH:30][CH:29]=1.C([O-])([O-])=O.[Cs+].[Cs+].O. The catalyst is CN(C=O)C. The product is [C:1]([C:3]1([NH:6][C:7]([C@H:9]2[CH2:13][C@H:12]([S:14]([C:17]3[CH:22]=[CH:21][C:20]([O:34][C:31]4[CH:32]=[CH:33][C:28]([F:27])=[CH:29][CH:30]=4)=[CH:19][C:18]=3[Cl:24])(=[O:16])=[O:15])[CH2:11][C@@H:10]2[O:25][CH3:26])=[O:8])[CH2:5][CH2:4]1)#[N:2]. The yield is 0.630. (2) The reactants are [Si]([O:8][C:9]1([C:12]2[CH:24]=[C:23]3[C:15]([C:16]4[C:17]([C:28]5[CH:33]=[CH:32][CH:31]=[C:30]([N:34]6[CH2:42][C:41]7[C:36](=[CH:37][CH:38]=[CH:39][CH:40]=7)[C:35]6=[O:43])[C:29]=5[CH3:44])=[CH:18][CH:19]=[C:20]([C:25]([NH2:27])=[O:26])[C:21]=4[NH:22]3)=[CH:14][CH:13]=2)[CH2:11][CH2:10]1)(C(C)(C)C)(C)C.[F-].C([N+](CCCC)(CCCC)CCCC)CCC. The product is [OH:8][C:9]1([C:12]2[CH:24]=[C:23]3[C:15]([C:16]4[C:17]([C:28]5[CH:33]=[CH:32][CH:31]=[C:30]([N:34]6[CH2:42][C:41]7[C:36](=[CH:37][CH:38]=[CH:39][CH:40]=7)[C:35]6=[O:43])[C:29]=5[CH3:44])=[CH:18][CH:19]=[C:20]([C:25]([NH2:27])=[O:26])[C:21]=4[NH:22]3)=[CH:14][CH:13]=2)[CH2:10][CH2:11]1. The catalyst is C1COCC1. The yield is 0.600. (3) The reactants are [CH3:1][C:2]1[C:7]([O:8][C:9]2[CH:14]=[CH:13][N:12]=[C:11]([C:15]3[CH:16]=[N:17][N:18]([CH3:20])[CH:19]=3)[CH:10]=2)=[C:6]([CH3:21])[N:5]=[C:4]([NH:22]C(=O)C)[CH:3]=1.Cl. The catalyst is C1COCC1. The product is [CH3:1][C:2]1[C:7]([O:8][C:9]2[CH:14]=[CH:13][N:12]=[C:11]([C:15]3[CH:16]=[N:17][N:18]([CH3:20])[CH:19]=3)[CH:10]=2)=[C:6]([CH3:21])[N:5]=[C:4]([NH2:22])[CH:3]=1. The yield is 0.730. (4) The reactants are I[C:2]1[CH:3]=[C:4]([CH:8]=[CH:9][CH:10]=1)[C:5]([NH2:7])=[O:6].C(NC(C)C)(C)C.[CH3:18][Si:19]([C:22]#[CH:23])([CH3:21])[CH3:20]. The catalyst is Cl[Pd](Cl)([P](C1C=CC=CC=1)(C1C=CC=CC=1)C1C=CC=CC=1)[P](C1C=CC=CC=1)(C1C=CC=CC=1)C1C=CC=CC=1.[Cu]I.CN(C=O)C. The product is [CH3:18][Si:19]([C:22]#[C:23][C:2]1[CH:3]=[C:4]([CH:8]=[CH:9][CH:10]=1)[C:5]([NH2:7])=[O:6])([CH3:21])[CH3:20]. The yield is 0.650. (5) The reactants are [I:1][C:2]1[CH:12]=[C:6]([C:7]([O:9][CH2:10][CH3:11])=[O:8])[C:5]([OH:13])=[CH:4][CH:3]=1.Cl[C:15]1[C:24]2[C:19](=[CH:20][C:21]([O:27][CH3:28])=[C:22]([O:25][CH3:26])[CH:23]=2)[N:18]=[CH:17][CH:16]=1. The catalyst is CN(C)C1C=CN=CC=1.ClC1C=CC=CC=1Cl. The product is [CH3:26][O:25][C:22]1[CH:23]=[C:24]2[C:19](=[CH:20][C:21]=1[O:27][CH3:28])[N:18]=[CH:17][CH:16]=[C:15]2[O:13][C:5]1[CH:4]=[CH:3][C:2]([I:1])=[CH:12][C:6]=1[C:7]([O:9][CH2:10][CH3:11])=[O:8]. The yield is 0.0400. (6) The reactants are [NH2:1][CH2:2][CH2:3][N:4]([CH2:7][CH2:8][NH:9][C:10]1[CH:15]=[CH:14][CH:13]=[C:12]([Br:16])[N:11]=1)[CH2:5][CH3:6].C(N(CCN[C:33]([C:35]1[CH:44]=[N:43][C:42]2[C:37](=[CH:38][CH:39]=[C:40]([I:45])[CH:41]=2)[N:36]=1)=[O:34])CCOC1C(F)=NC=CC=1)C. No catalyst specified. The product is [Br:16][C:12]1[N:11]=[C:10]([NH:9][CH2:8][CH2:7][N:4]([CH2:3][CH2:2][NH:1][C:33]([C:35]2[CH:44]=[N:43][C:42]3[C:37](=[CH:38][CH:39]=[C:40]([I:45])[CH:41]=3)[N:36]=2)=[O:34])[CH2:5][CH3:6])[CH:15]=[CH:14][CH:13]=1. The yield is 0.700. (7) The reactants are Cl[CH2:2][C:3]1[C:4]([S:9][CH:10]2[CH2:14][CH2:13][CH2:12][CH2:11]2)=[N:5][CH:6]=[CH:7][CH:8]=1.C[O:16][C:17]([CH:19]1[CH2:21][CH:20]1[C:22]1[CH:27]=[CH:26][C:25]([OH:28])=[C:24]([F:29])[CH:23]=1)=[O:18]. No catalyst specified. The product is [CH:10]1([S:9][C:4]2[C:3]([CH2:2][O:28][C:25]3[CH:26]=[CH:27][C:22]([CH:20]4[CH2:21][CH:19]4[C:17]([OH:18])=[O:16])=[CH:23][C:24]=3[F:29])=[CH:8][CH:7]=[CH:6][N:5]=2)[CH2:14][CH2:13][CH2:12][CH2:11]1. The yield is 0.710. (8) The reactants are [CH3:1][C:2]1[C:6](B(O)O)=[C:5]([CH3:10])[O:4][N:3]=1.Br[C:12]1[CH:13]=[C:14]2[C:22]([C:23]3[CH:28]=[C:27]([CH2:29][S:30]([CH3:33])(=[O:32])=[O:31])[CH:26]=[CH:25][C:24]=3[O:34][C:35]3[CH:40]=[CH:39][C:38]([F:41])=[CH:37][C:36]=3[F:42])=[CH:21][N:20]([CH3:43])[C:15]2=[C:16]([O:18][CH3:19])[N:17]=1.P([O-])([O-])([O-])=O.[K+].[K+].[K+]. The catalyst is C1C=CC(/C=C/C(/C=C/C2C=CC=CC=2)=O)=CC=1.C1C=CC(/C=C/C(/C=C/C2C=CC=CC=2)=O)=CC=1.C1C=CC(/C=C/C(/C=C/C2C=CC=CC=2)=O)=CC=1.[Pd].[Pd]. The product is [F:42][C:36]1[CH:37]=[C:38]([F:41])[CH:39]=[CH:40][C:35]=1[O:34][C:24]1[CH:25]=[CH:26][C:27]([CH2:29][S:30]([CH3:33])(=[O:31])=[O:32])=[CH:28][C:23]=1[C:22]1[C:14]2[C:15](=[C:16]([O:18][CH3:19])[N:17]=[C:12]([C:6]3[C:2]([CH3:1])=[N:3][O:4][C:5]=3[CH3:10])[CH:13]=2)[N:20]([CH3:43])[CH:21]=1. The yield is 1.00. (9) The reactants are [F:1][C:2]1[CH:3]=[C:4]([CH:8]=[C:9]([C:11]([F:14])([F:13])[F:12])[CH:10]=1)[C:5]([OH:7])=O.S(Cl)(Cl)=O.[CH:19]([NH:22][CH:23]([CH3:25])[CH3:24])([CH3:21])[CH3:20]. The catalyst is C1(C)C=CC=CC=1.CN(C=O)C. The product is [F:1][C:2]1[CH:3]=[C:4]([CH:8]=[C:9]([C:11]([F:14])([F:13])[F:12])[CH:10]=1)[C:5]([N:22]([CH:23]([CH3:25])[CH3:24])[CH:19]([CH3:21])[CH3:20])=[O:7]. The yield is 0.850.